Predict the reaction yield, written as a fraction of the theoretical maximum amount of product (1.0 means a 100% yield; for example, 0.34 means a 34% yield). From a dataset of Reaction yield outcomes from USPTO patents with 853,638 reactions. (1) The yield is 0.380. The catalyst is C(Cl)Cl. The product is [C:15]([C:19]1[CH:38]=[CH:37][C:22]([CH2:23][N:24]([CH2:25][CH2:26][C:27]2[CH:32]=[CH:31][CH:30]=[C:29]([C:33]([F:36])([F:34])[F:35])[CH:28]=2)[C:12]([C:9]2[C:10]([F:11])=[C:2]([F:1])[CH:3]=[C:4]3[C:8]=2[NH:7][CH:6]=[CH:5]3)=[O:14])=[CH:21][CH:20]=1)([CH3:18])([CH3:16])[CH3:17]. The reactants are [F:1][C:2]1[CH:3]=[C:4]2[C:8](=[C:9]([C:12]([OH:14])=O)[C:10]=1[F:11])[NH:7][CH:6]=[CH:5]2.[C:15]([C:19]1[CH:38]=[CH:37][C:22]([CH2:23][NH:24][CH2:25][CH2:26][C:27]2[CH:32]=[CH:31][CH:30]=[C:29]([C:33]([F:36])([F:35])[F:34])[CH:28]=2)=[CH:21][CH:20]=1)([CH3:18])([CH3:17])[CH3:16].CCN=C=NCCCN(C)C.Cl. (2) The reactants are [CH3:1][C:2]1[N:3]=[C:4]([NH2:8])[S:5][C:6]=1[CH3:7].Br[CH2:10][CH:11]1[CH2:16][CH2:15][O:14][CH2:13][CH2:12]1. No catalyst specified. The product is [CH3:1][C:2]1[N:3]([CH2:10][CH:11]2[CH2:16][CH2:15][O:14][CH2:13][CH2:12]2)[C:4](=[NH:8])[S:5][C:6]=1[CH3:7]. The yield is 0.130. (3) The reactants are [OH:1][C:2]1[CH:3]=[C:4]([CH:26]=[CH:27][CH:28]=1)[CH2:5][N:6]1[C:11](=[O:12])[C:10]2[S:13][C:14]([C:16]3[CH:21]=[CH:20][C:19]([C:22]([F:25])([F:24])[F:23])=[CH:18][CH:17]=3)=[CH:15][C:9]=2[CH:8]=[N:7]1.[CH3:29][N:30]1[CH2:35][CH2:34][CH:33]([OH:36])[CH2:32][CH2:31]1.CCOC(/N=N/C(OCC)=O)=O. The catalyst is C1COCC1. The product is [C:11]([OH:12])(=[O:36])[CH3:10].[CH3:29][N:30]1[CH2:35][CH2:34][CH:33]([O:1][C:2]2[CH:3]=[C:4]([CH:26]=[CH:27][CH:28]=2)[CH2:5][N:6]2[C:11](=[O:12])[C:10]3[S:13][C:14]([C:16]4[CH:17]=[CH:18][C:19]([C:22]([F:25])([F:24])[F:23])=[CH:20][CH:21]=4)=[CH:15][C:9]=3[CH:8]=[N:7]2)[CH2:32][CH2:31]1. The yield is 0.0800. (4) The reactants are [N+:1]([C:4]1[CH:9]=[CH:8][C:7]([O:10][C@H:11]([CH3:14])[CH2:12][CH3:13])=[CH:6][CH:5]=1)([O-])=O. The catalyst is CCOC(C)=O.CCO.[Pd]. The product is [CH3:14][C@@H:11]([O:10][C:7]1[CH:6]=[CH:5][C:4]([NH2:1])=[CH:9][CH:8]=1)[CH2:12][CH3:13]. The yield is 0.960. (5) The reactants are Br[C:2]1[CH:3]=[N:4][CH:5]=[C:6]([Br:8])[CH:7]=1.[NH:9]1[CH2:13][CH2:12][CH2:11][CH2:10]1. The product is [Br:8][C:6]1[CH:5]=[N:4][CH:3]=[C:2]([N:9]2[CH2:13][CH2:12][CH2:11][CH2:10]2)[CH:7]=1. No catalyst specified. The yield is 0.736.